From a dataset of Full USPTO retrosynthesis dataset with 1.9M reactions from patents (1976-2016). Predict the reactants needed to synthesize the given product. (1) Given the product [C:76]([O:75][C:73]([NH:72][C@@H:70]1[CH2:69][C@H:68]([NH:80][C:81]([O:83][C:84]([CH3:85])([CH3:86])[CH3:87])=[O:82])[CH2:67][N:66]([C:61]2[C:60]([N:88]3[CH2:93][C@@H:92]([NH:94][C:95]([O:97][C:98]([CH3:101])([CH3:100])[CH3:99])=[O:96])[CH2:91][C@@H:90]([NH:102][C:103]([O:105][C:106]([CH3:108])([CH3:107])[CH3:109])=[O:104])[CH2:89]3)=[N:59][C:58]3[C:63](=[CH:64][CH:65]=[C:56]([NH:55][C:53]([C:52]4[CH:110]=[CH:111][C:49]([NH:48][C:12]([C:3]5[CH:4]=[CH:5][C:6]6[C:11](=[CH:10][CH:9]=[CH:8][CH:7]=6)[C:2]=5[OH:1])=[O:14])=[CH:50][CH:51]=4)=[O:54])[CH:57]=3)[N:62]=2)[CH2:71]1)=[O:74])([CH3:77])([CH3:78])[CH3:79], predict the reactants needed to synthesize it. The reactants are: [OH:1][C:2]1[C:11]2[C:6](=[CH:7][CH:8]=[CH:9][CH:10]=2)[CH:5]=[CH:4][C:3]=1[C:12]([OH:14])=O.CN(C(ON1N=NC2C=CC=CC1=2)=[N+](C)C)C.F[P-](F)(F)(F)(F)F.C(N(C(C)C)C(C)C)C.[NH2:48][C:49]1[CH:111]=[CH:110][C:52]([C:53]([NH:55][C:56]2[CH:57]=[C:58]3[C:63](=[CH:64][CH:65]=2)[N:62]=[C:61]([N:66]2[CH2:71][C@@H:70]([NH:72][C:73]([O:75][C:76]([CH3:79])([CH3:78])[CH3:77])=[O:74])[CH2:69][C@@H:68]([NH:80][C:81]([O:83][C:84]([CH3:87])([CH3:86])[CH3:85])=[O:82])[CH2:67]2)[C:60]([N:88]2[CH2:93][C@@H:92]([NH:94][C:95]([O:97][C:98]([CH3:101])([CH3:100])[CH3:99])=[O:96])[CH2:91][C@@H:90]([NH:102][C:103]([O:105][C:106]([CH3:109])([CH3:108])[CH3:107])=[O:104])[CH2:89]2)=[N:59]3)=[O:54])=[CH:51][CH:50]=1. (2) Given the product [Cl:1][C:2]1[CH:11]=[C:10]([C:12](=[O:14])[CH3:13])[C:5]2[O:6][CH2:7][CH2:8][O:9][C:4]=2[CH:3]=1, predict the reactants needed to synthesize it. The reactants are: [Cl:1][C:2]1[CH:11]=[C:10]([CH:12]([OH:14])[CH3:13])[C:5]2[O:6][CH2:7][CH2:8][O:9][C:4]=2[CH:3]=1.C1C=C[NH+]=CC=1.[O-][Cr](Cl)(=O)=O.C(OCC)C. (3) Given the product [O:24]=[C:7]([CH2:8][C@@H:9]([O:15][C:16]([O:18][CH2:19][C:20]([Cl:21])([Cl:22])[Cl:23])=[O:17])[C@@H:10]([CH3:14])[CH2:11][CH:12]=[CH2:13])[C:6]([CH3:26])([CH3:25])[CH:5]=[O:4], predict the reactants needed to synthesize it. The reactants are: C([O:4][CH:5](OC(C)C)[C:6]([CH3:26])([CH3:25])[C:7](=[O:24])[CH2:8][C@@H:9]([O:15][C:16]([O:18][CH2:19][C:20]([Cl:23])([Cl:22])[Cl:21])=[O:17])[C@@H:10]([CH3:14])[CH2:11][CH:12]=[CH2:13])(C)C.O.C1(C)C=CC(S(O)(=O)=O)=CC=1.C([O-])(O)=O.[Na+]. (4) Given the product [CH3:1][C:2]1[CH:10]=[CH:9][C:8]([N+:11]([O-:13])=[O:12])=[CH:7][C:3]=1[CH2:4][C:16]([O:23][CH2:19][C:20]1[CH:9]=[CH:10][CH:2]=[CH:3][CH:4]=1)=[O:17], predict the reactants needed to synthesize it. The reactants are: [CH3:1][C:2]1[CH:10]=[CH:9][C:8]([N+:11]([O-:13])=[O:12])=[CH:7][C:3]=1[C:4](O)=O.CN(C)[CH:16]=[O:17].[C:19](Cl)(=[O:23])[C:20](Cl)=O.[Si](C=[N+]=[N-])(C)(C)C. (5) Given the product [CH3:30][O:29][C:25]1[CH:24]=[C:23]([CH2:22][CH2:21][C@H:9]2[CH2:10][NH:11][CH2:12][CH2:13][NH:8]2)[CH:28]=[CH:27][CH:26]=1, predict the reactants needed to synthesize it. The reactants are: C([N:8]1[CH2:13][CH2:12][N:11](CC2C=CC=CC=2)[CH2:10][C@@H:9]1[CH2:21][CH2:22][C:23]1[CH:28]=[CH:27][CH:26]=[C:25]([O:29][CH3:30])[CH:24]=1)C1C=CC=CC=1.C([O-])=O.[NH4+]. (6) Given the product [Br:1][C:2]1[C:3]2[S:11][CH2:12][C:13](=[O:15])[NH:8][C:4]=2[CH:5]=[CH:6][CH:7]=1, predict the reactants needed to synthesize it. The reactants are: [Br:1][C:2]1[CH:7]=[CH:6][CH:5]=[C:4]([N+:8]([O-])=O)[C:3]=1[S:11][CH2:12][C:13]([O:15]CC)=O. (7) Given the product [Cl:25][C:26]1[CH:27]=[C:28]([C:52]([N:62]([CH2:63][CH2:64][OH:65])[CH2:55][C:56]2[CH:61]=[CH:60][CH:59]=[CH:58][CH:57]=2)=[O:53])[CH:29]=[N:30][C:31]=1[NH:32][NH:33][C:34]([NH:36][CH:37]1[C:38]2[CH:51]=[CH:50][CH:49]=[CH:48][C:39]=2[CH2:40][CH2:41][C:42]2[CH:47]=[CH:46][CH:45]=[CH:44][C:43]1=2)=[S:35], predict the reactants needed to synthesize it. The reactants are: CN(C(ON1N=NC2C=CC=NC1=2)=[N+](C)C)C.F[P-](F)(F)(F)(F)F.[Cl:25][C:26]1[CH:27]=[C:28]([C:52](O)=[O:53])[CH:29]=[N:30][C:31]=1[NH:32][NH:33][C:34]([NH:36][CH:37]1[C:43]2[CH:44]=[CH:45][CH:46]=[CH:47][C:42]=2[CH2:41][CH2:40][C:39]2[CH:48]=[CH:49][CH:50]=[CH:51][C:38]1=2)=[S:35].[CH2:55]([NH:62][CH2:63][CH2:64][OH:65])[C:56]1[CH:61]=[CH:60][CH:59]=[CH:58][CH:57]=1.CCN(C(C)C)C(C)C.